Dataset: Peptide-MHC class II binding affinity with 134,281 pairs from IEDB. Task: Regression. Given a peptide amino acid sequence and an MHC pseudo amino acid sequence, predict their binding affinity value. This is MHC class II binding data. (1) The peptide sequence is RAQLHVGAKQENWNT. The MHC is HLA-DQA10201-DQB10301 with pseudo-sequence HLA-DQA10201-DQB10301. The binding affinity (normalized) is 0. (2) The peptide sequence is FYKTLRAEQASQE. The MHC is DRB1_0405 with pseudo-sequence DRB1_0405. The binding affinity (normalized) is 0.585. (3) The peptide sequence is WLDAKSTWYGKPTGAGPKDN. The MHC is DRB1_0701 with pseudo-sequence DRB1_0701. The binding affinity (normalized) is 0.192. (4) The peptide sequence is AFKVAATAANAACAN. The MHC is DRB1_1001 with pseudo-sequence DRB1_1001. The binding affinity (normalized) is 0.845. (5) The peptide sequence is AAATAGDTVYGAFAA. The MHC is HLA-DQA10501-DQB10301 with pseudo-sequence HLA-DQA10501-DQB10301. The binding affinity (normalized) is 0.619. (6) The MHC is HLA-DPA10301-DPB10402 with pseudo-sequence HLA-DPA10301-DPB10402. The binding affinity (normalized) is 0.382. The peptide sequence is ASNPNYLAILVKYVD. (7) The peptide sequence is LFQLMRPPNMT. The MHC is DRB1_0401 with pseudo-sequence DRB1_0401. The binding affinity (normalized) is 0.382.